From a dataset of Full USPTO retrosynthesis dataset with 1.9M reactions from patents (1976-2016). Predict the reactants needed to synthesize the given product. (1) Given the product [Cl:27][C:24]1[CH:25]=[CH:26][C:21]([C:10]2[N:11]([CH2:14][C@H:15]([OH:20])[C:16]([F:19])([F:18])[F:17])[C:12](=[O:13])[N:8]([CH2:7][C:6]([NH:5][CH2:4][CH:3]([NH:2][S:40]([CH3:39])(=[O:42])=[O:41])[C:29]3[CH:34]=[CH:33][CH:32]=[CH:31][C:30]=3[C:35]([F:38])([F:37])[F:36])=[O:28])[N:9]=2)=[CH:22][CH:23]=1, predict the reactants needed to synthesize it. The reactants are: Cl.[NH2:2][CH:3]([C:29]1[CH:34]=[CH:33][CH:32]=[CH:31][C:30]=1[C:35]([F:38])([F:37])[F:36])[CH2:4][NH:5][C:6](=[O:28])[CH2:7][N:8]1[C:12](=[O:13])[N:11]([CH2:14][C@H:15]([OH:20])[C:16]([F:19])([F:18])[F:17])[C:10]([C:21]2[CH:26]=[CH:25][C:24]([Cl:27])=[CH:23][CH:22]=2)=[N:9]1.[CH3:39][S:40](Cl)(=[O:42])=[O:41]. (2) Given the product [OH:5][P:3]([CH2:7][CH:8]=[CH:9][CH2:10][CH:11]([CH2:15][C:16]([CH3:33])=[CH:17][CH2:18][C:19]1[C:20]([OH:32])=[C:21]2[C:25](=[C:26]([CH3:30])[C:27]=1[O:28][CH3:29])[CH2:24][O:23][C:22]2=[O:31])[C:12]([OH:14])=[O:13])([OH:4])=[O:2], predict the reactants needed to synthesize it. The reactants are: C[O:2][P:3]([CH2:7][CH:8]=[CH:9][CH2:10][CH:11]([CH2:15][C:16]([CH3:33])=[CH:17][CH2:18][C:19]1[C:20]([OH:32])=[C:21]2[C:25](=[C:26]([CH3:30])[C:27]=1[O:28][CH3:29])[CH2:24][O:23][C:22]2=[O:31])[C:12]([OH:14])=[O:13])([O:5]C)=[O:4].N1C(C)=CC=CC=1C.C[Si](Br)(C)C.